This data is from Forward reaction prediction with 1.9M reactions from USPTO patents (1976-2016). The task is: Predict the product of the given reaction. (1) Given the reactants [O:1]([C:8]1[CH:9]=[CH:10][C:11]([NH2:14])=[N:12][CH:13]=1)[C:2]1[CH:7]=[CH:6][CH:5]=[CH:4][CH:3]=1.[Cl:15][C:16]1[C:17]([CH3:26])=[C:18]([S:22](Cl)(=[O:24])=[O:23])[CH:19]=[CH:20][CH:21]=1, predict the reaction product. The product is: [Cl:15][C:16]1[C:17]([CH3:26])=[C:18]([S:22]([NH:14][C:11]2[CH:10]=[CH:9][C:8]([O:1][C:2]3[CH:3]=[CH:4][CH:5]=[CH:6][CH:7]=3)=[CH:13][N:12]=2)(=[O:24])=[O:23])[CH:19]=[CH:20][CH:21]=1. (2) Given the reactants [F:1][C:2]([F:14])([F:13])[C:3]([NH:5][C:6]1[CH:11]=[CH:10][C:9]([I:12])=[CH:8][CH:7]=1)=[O:4].[C:15](=O)([O-])[O-].[K+].[K+].IC, predict the reaction product. The product is: [F:14][C:2]([F:1])([F:13])[C:3]([N:5]([C:6]1[CH:11]=[CH:10][C:9]([I:12])=[CH:8][CH:7]=1)[CH3:15])=[O:4]. (3) Given the reactants [C:1]([O:5][C:6]([N:8]1[CH2:12][CH2:11][CH2:10][C@H:9]1[CH2:13][C:14]#[CH:15])=[O:7])([CH3:4])([CH3:3])[CH3:2].[CH2:16]([O:18][C:19]([C:21]1[C:30](=[O:31])[C:29]2[C:24](=[C:25](OS(C(F)(F)F)(=O)=O)[C:26]([F:33])=[C:27]([F:32])[CH:28]=2)[N:23]([CH:42]2[CH2:44][CH2:43]2)[CH:22]=1)=[O:20])[CH3:17].C(N(CC)CC)C, predict the reaction product. The product is: [CH2:16]([O:18][C:19]([C:21]1[C:30](=[O:31])[C:29]2[C:24](=[C:25]([C:15]#[C:14][CH2:13][C@@H:9]3[CH2:10][CH2:11][CH2:12][N:8]3[C:6]([O:5][C:1]([CH3:4])([CH3:3])[CH3:2])=[O:7])[C:26]([F:33])=[C:27]([F:32])[CH:28]=2)[N:23]([CH:42]2[CH2:43][CH2:44]2)[CH:22]=1)=[O:20])[CH3:17]. (4) Given the reactants [N:1]1[CH:2]=[C:3]([CH2:10]O)[N:4]2[CH2:9][CH2:8][CH2:7][CH2:6][C:5]=12.S(Cl)([Cl:14])=O, predict the reaction product. The product is: [ClH:14].[Cl:14][CH2:10][C:3]1[N:4]2[CH2:9][CH2:8][CH2:7][CH2:6][C:5]2=[N:1][CH:2]=1. (5) Given the reactants [CH3:1][C:2]1[N:3]=[CH:4][N:5]([C:7]2[C:12](=[O:13])[NH:11][C:10]([C:14]([OH:16])=O)=[CH:9][CH:8]=2)[CH:6]=1.[F:17][C:18]1[CH:30]=[CH:29][C:21]([O:22][CH2:23][CH2:24][NH:25][CH2:26][CH2:27]O)=[C:20]([C:31]([F:34])([F:33])[F:32])[CH:19]=1.C(N(CC)C(C)C)(C)C.CN(C(ON1N=NC2C=CC=NC1=2)=[N+](C)C)C.F[P-](F)(F)(F)(F)F, predict the reaction product. The product is: [F:17][C:18]1[CH:30]=[CH:29][C:21]([O:22][CH2:23][CH2:24][N:25]2[CH2:26][CH2:27][N:11]3[C:12](=[O:13])[C:7]([N:5]4[CH:6]=[C:2]([CH3:1])[N:3]=[CH:4]4)=[CH:8][CH:9]=[C:10]3[C:14]2=[O:16])=[C:20]([C:31]([F:32])([F:33])[F:34])[CH:19]=1. (6) Given the reactants [NH2:1][C:2]1[CH:7]=[CH:6][C:5]([CH2:8][C:9]#[N:10])=[CH:4][CH:3]=1.[Br:11]N1C(=O)CCC1=O.O, predict the reaction product. The product is: [NH2:1][C:2]1[CH:7]=[CH:6][C:5]([CH2:8][C:9]#[N:10])=[CH:4][C:3]=1[Br:11]. (7) Given the reactants [Cl:1][C:2]1[C:3]([N:8]2[CH:12]=[CH:11][CH:10]=[C:9]2[CH:13]=[O:14])=[N:4][CH:5]=[CH:6][CH:7]=1.[I:15]N1C(=O)CCC1=O.O, predict the reaction product. The product is: [Cl:1][C:2]1[C:3]([N:8]2[CH:12]=[C:11]([I:15])[CH:10]=[C:9]2[CH:13]=[O:14])=[N:4][CH:5]=[CH:6][CH:7]=1. (8) Given the reactants [CH2:1]([C:8]1[CH:9]=[N:10][C:11]2[C:16]([C:17]=1[C:18]1[CH:19]=[C:20]([NH2:24])[CH:21]=[CH:22][CH:23]=1)=[CH:15][CH:14]=[CH:13][C:12]=2[C:25]([F:28])([F:27])[F:26])[C:2]1[CH:7]=[CH:6][CH:5]=[CH:4][CH:3]=1.[I:29][C:30]1[CH:31]=[CH:32][C:33]([OH:38])=[C:34]([CH:37]=1)[CH:35]=O, predict the reaction product. The product is: [CH2:1]([C:8]1[CH:9]=[N:10][C:11]2[C:16]([C:17]=1[C:18]1[CH:19]=[C:20]([NH:24][CH2:35][C:34]3[CH:37]=[C:30]([I:29])[CH:31]=[CH:32][C:33]=3[OH:38])[CH:21]=[CH:22][CH:23]=1)=[CH:15][CH:14]=[CH:13][C:12]=2[C:25]([F:28])([F:26])[F:27])[C:2]1[CH:3]=[CH:4][CH:5]=[CH:6][CH:7]=1. (9) Given the reactants [C:1]([C:5]1[N:10]=[CH:9][C:8]([C:11]2[N:12]([C:32](Cl)=[O:33])[C@@:13]([C:25]3[CH:30]=[CH:29][C:28]([Cl:31])=[CH:27][CH:26]=3)([CH3:24])[C@@:14]([C:17]3[CH:22]=[CH:21][C:20]([Cl:23])=[CH:19][CH:18]=3)([CH3:16])[N:15]=2)=[C:7]([O:35][CH2:36][CH3:37])[CH:6]=1)([CH3:4])([CH3:3])[CH3:2].[NH:38]1[CH2:44][CH2:43][C:42](=[O:45])[NH:41][CH2:40][CH2:39]1, predict the reaction product. The product is: [C:1]([C:5]1[N:10]=[CH:9][C:8]([C:11]2[N:12]([C:32]([N:38]3[CH2:44][CH2:43][C:42](=[O:45])[NH:41][CH2:40][CH2:39]3)=[O:33])[C@@:13]([C:25]3[CH:26]=[CH:27][C:28]([Cl:31])=[CH:29][CH:30]=3)([CH3:24])[C@@:14]([C:17]3[CH:18]=[CH:19][C:20]([Cl:23])=[CH:21][CH:22]=3)([CH3:16])[N:15]=2)=[C:7]([O:35][CH2:36][CH3:37])[CH:6]=1)([CH3:2])([CH3:3])[CH3:4]. (10) The product is: [F:3][C:4]([F:39])([F:38])[C:5]1[CH:6]=[CH:7][C:8]2=[N:35][N:12]([C:13]3[CH:18]=[C:17]([C:19]([CH3:22])([CH3:21])[CH3:20])[CH:16]=[C:15]([C:23]([C:26]4[CH:31]=[CH:30][C:29]([O:32][CH3:33])=[CH:28][CH:27]=4)([CH3:25])[CH3:24])[C:14]=3[OH:34])[N:11]=[C:9]2[CH:10]=1. Given the reactants [OH-].[Na+].[F:3][C:4]([F:39])([F:38])[C:5]1[CH:6]=[CH:7][C:8]([N+:35]([O-])=O)=[C:9]([N:11]=[N:12][C:13]2[CH:18]=[C:17]([C:19]([CH3:22])([CH3:21])[CH3:20])[CH:16]=[C:15]([C:23]([C:26]3[CH:31]=[CH:30][C:29]([O:32][CH3:33])=[CH:28][CH:27]=3)([CH3:25])[CH3:24])[C:14]=2[OH:34])[CH:10]=1.ClC1C(=O)C2C(C(=O)C=1Cl)=CC=CC=2.S(=O)(=O)(O)O, predict the reaction product.